Dataset: Forward reaction prediction with 1.9M reactions from USPTO patents (1976-2016). Task: Predict the product of the given reaction. (1) Given the reactants [CH3:1][C:2]([CH3:9])([CH3:8])[C:3](=O)[CH2:4][C:5]#[N:6].[CH3:10][NH:11][NH2:12], predict the reaction product. The product is: [NH2:6][C:5]1[N:11]([CH3:10])[N:12]=[C:3]([C:2]([CH3:9])([CH3:8])[CH3:1])[CH:4]=1. (2) The product is: [CH:24]([O:23][CH2:22][CH2:21][CH2:20][N:16]1[C:17](=[O:19])[C:18]2[C:9]([CH2:8][C:5]3[CH:4]=[CH:3][C:2]([Cl:1])=[CH:7][CH:6]=3)=[C:10]([O:32][C:33]3[CH:34]=[N:35][CH:36]=[CH:37][CH:38]=3)[CH:11]=[N:12][C:13]=2[N:14]([CH3:31])[C:15]1=[O:30])=[O:25]. Given the reactants [Cl:1][C:2]1[CH:7]=[CH:6][C:5]([CH:8](O)[C:9]2[C:18]3[C:17](=[O:19])[N:16]([CH2:20][CH2:21][CH2:22][O:23][CH:24]4CCCC[O:25]4)[C:15](=[O:30])[N:14]([CH3:31])[C:13]=3[N:12]=[CH:11][C:10]=2[O:32][C:33]2[CH:34]=[N:35][CH:36]=[CH:37][CH:38]=2)=[CH:4][CH:3]=1, predict the reaction product. (3) Given the reactants [Cl:1][C:2]1[CH:11]=[CH:10][CH:9]=[C:8]2[C:3]=1[C:4](=[O:34])[N:5]([C:25]1[CH:30]=[CH:29][CH:28]=[C:27]([N+:31]([O-])=O)[CH:26]=1)[C:6]([C@@H:12]([O:14][Si:15]([CH:22]([CH3:24])[CH3:23])([CH:19]([CH3:21])[CH3:20])[CH:16]([CH3:18])[CH3:17])[CH3:13])=[N:7]2.[Sn](Cl)Cl.[OH-].[Na+], predict the reaction product. The product is: [NH2:31][C:27]1[CH:26]=[C:25]([N:5]2[C:4](=[O:34])[C:3]3[C:8](=[CH:9][CH:10]=[CH:11][C:2]=3[Cl:1])[N:7]=[C:6]2[C@@H:12]([O:14][Si:15]([CH:16]([CH3:18])[CH3:17])([CH:22]([CH3:24])[CH3:23])[CH:19]([CH3:20])[CH3:21])[CH3:13])[CH:30]=[CH:29][CH:28]=1. (4) Given the reactants Br[C:2]1[CH:3]=[CH:4][C:5](O)=[C:6]([C:8]2[CH:17]=[CH:16][C:15]3[C:10](=[CH:11][CH:12]=[C:13]([C:18]4[N:22]([CH:23]5[CH2:28][CH2:27][CH2:26][CH2:25][CH2:24]5)[C:21]5[CH:29]=[CH:30][C:31]([C:33]([OH:35])=[O:34])=[CH:32][C:20]=5[N:19]=4)[CH:14]=3)[N:9]=2)[CH:7]=1.C([O:39][C:40](C1C=CC2N(C3CCCCC3)C(C3C=CC(N)=C(C=O)C=3)=NC=2C=1)=[O:41])C.O1C2C=CC(C(=O)C)=CC=2OC1.[OH-].[K+], predict the reaction product. The product is: [O:39]1[C:3]2[CH:4]=[CH:5][C:6]([C:8]3[CH:17]=[CH:16][C:15]4[C:10](=[CH:11][CH:12]=[C:13]([C:18]5[N:22]([CH:23]6[CH2:24][CH2:25][CH2:26][CH2:27][CH2:28]6)[C:21]6[CH:29]=[CH:30][C:31]([C:33]([OH:35])=[O:34])=[CH:32][C:20]=6[N:19]=5)[CH:14]=4)[N:9]=3)=[CH:7][C:2]=2[O:41][CH2:40]1. (5) The product is: [Cl:12][C:13]1[CH:18]=[CH:17][C:16]([C:2]2[NH:6][CH:5]=[C:4]([C:7]([O:9][CH3:10])=[O:8])[C:3]=2[CH3:11])=[C:15]([C:22]([F:23])([F:24])[F:25])[CH:14]=1. Given the reactants Br[C:2]1[NH:6][CH:5]=[C:4]([C:7]([O:9][CH3:10])=[O:8])[C:3]=1[CH3:11].[Cl:12][C:13]1[CH:18]=[CH:17][C:16](B(O)O)=[C:15]([C:22]([F:25])([F:24])[F:23])[CH:14]=1.C([O-])([O-])=O.[Na+].[Na+], predict the reaction product. (6) Given the reactants [CH:1]1([CH2:7][N:8]2[C:12]3[CH:13]=[CH:14][C:15]([NH:17][S:18]([C:21]4[CH:26]=[CH:25][CH:24]=[CH:23][CH:22]=4)(=[O:20])=[O:19])=[CH:16][C:11]=3[N:10]=[C:9]2[CH:27]([CH2:30][CH3:31])[CH2:28][CH3:29])[CH2:6][CH2:5][CH2:4][CH2:3][CH2:2]1.[H-].[Na+].IC.[C:36](O)(C(F)(F)F)=O, predict the reaction product. The product is: [CH:1]1([CH2:7][N:8]2[C:12]3[CH:13]=[CH:14][C:15]([N:17]([CH3:36])[S:18]([C:21]4[CH:26]=[CH:25][CH:24]=[CH:23][CH:22]=4)(=[O:20])=[O:19])=[CH:16][C:11]=3[N:10]=[C:9]2[CH:27]([CH2:30][CH3:31])[CH2:28][CH3:29])[CH2:2][CH2:3][CH2:4][CH2:5][CH2:6]1. (7) Given the reactants [F:1][C:2]1[CH:3]=[CH:4][C:5]([O:27][CH3:28])=[C:6]([C:8]2[CH:13]=[CH:12][N:11]=[C:10]3[NH:14][C:15]([C:17]4[CH2:26][CH2:25][C:20]5(OCC[O:21]5)[CH2:19][CH:18]=4)=[CH:16][C:9]=23)[CH:7]=1.FC(F)(F)C(O)=O, predict the reaction product. The product is: [F:1][C:2]1[CH:3]=[CH:4][C:5]([O:27][CH3:28])=[C:6]([C:8]2[CH:13]=[CH:12][N:11]=[C:10]3[NH:14][C:15]([C:17]4[CH2:26][CH2:25][C:20](=[O:21])[CH2:19][CH:18]=4)=[CH:16][C:9]=23)[CH:7]=1. (8) Given the reactants [C:1]1([C:7]2[C:8]([C:12]([OH:14])=O)=[CH:9][NH:10][CH:11]=2)[CH:6]=[CH:5][CH:4]=[CH:3][CH:2]=1.Cl.C[N:17]([CH3:26])CCCN=C=NCC.[OH2:27].O[N:29]1[C:33]2[CH:34]=[CH:35][CH:36]=[CH:37][C:32]=2N=N1.[CH2:38]([N:40](CC)[CH2:41][CH3:42])[CH3:39], predict the reaction product. The product is: [C:1]1([C:7]2[C:8]([C:12]([N:40]3[CH2:41][CH2:42][N:29]([C:33]4[CH:32]=[C:37]([CH:36]=[CH:35][CH:34]=4)[C:26]([NH2:17])=[O:27])[CH2:39][CH2:38]3)=[O:14])=[CH:9][NH:10][CH:11]=2)[CH:2]=[CH:3][CH:4]=[CH:5][CH:6]=1.